From a dataset of Forward reaction prediction with 1.9M reactions from USPTO patents (1976-2016). Predict the product of the given reaction. (1) Given the reactants [OH:1][CH2:2][CH:3]1[NH:8][CH2:7][CH2:6][N:5]([C:9]([O:11][C:12]([CH3:15])([CH3:14])[CH3:13])=[O:10])[CH2:4]1.[Cl:16][C:17]1[CH:22]=[CH:21][CH:20]=[CH:19][C:18]=1[N:23]=[C:24]=[O:25], predict the reaction product. The product is: [Cl:16][C:17]1[CH:22]=[CH:21][CH:20]=[CH:19][C:18]=1[NH:23][C:24]([N:8]1[CH2:7][CH2:6][N:5]([C:9]([O:11][C:12]([CH3:15])([CH3:14])[CH3:13])=[O:10])[CH2:4][CH:3]1[CH2:2][OH:1])=[O:25]. (2) Given the reactants [CH2:1]([O:3][C:4](=[O:16])[CH2:5][C:6]1[C:11]([C:12]([F:15])([F:14])[F:13])=[CH:10][CH:9]=[CH:8][N:7]=1)[CH3:2].Br[CH:18]([CH2:21][CH2:22][O:23][CH3:24])[CH:19]=O.C(=O)(O)[O-].[Na+], predict the reaction product. The product is: [CH2:1]([O:3][C:4]([C:5]1[CH:19]=[C:18]([CH2:21][CH2:22][O:23][CH3:24])[N:7]2[C:6]=1[C:11]([C:12]([F:13])([F:14])[F:15])=[CH:10][CH:9]=[CH:8]2)=[O:16])[CH3:2]. (3) Given the reactants [OH-].[Na+].FC(F)(F)C([N:7]=[C:8]1[CH:13]=[CH:12][CH:11]=[CH:10][N:9]1[CH2:14][CH2:15][O:16][C:17]1[CH:26]=[CH:25][C:20]([C:21]([O:23]C)=[O:22])=[CH:19][CH:18]=1)=O, predict the reaction product. The product is: [NH:7]=[C:8]1[CH:13]=[CH:12][CH:11]=[CH:10][N:9]1[CH2:14][CH2:15][O:16][C:17]1[CH:18]=[CH:19][C:20]([C:21]([OH:23])=[O:22])=[CH:25][CH:26]=1. (4) Given the reactants C1(C)C=CC=CC=1.[CH3:8][O:9][C:10]1[CH:11]=[C:12]([CH:16]=[C:17]([CH3:23])[C:18]=1[O:19][CH2:20][C:21]#[CH:22])[C:13](O)=[O:14].S(Cl)([Cl:26])=O, predict the reaction product. The product is: [CH3:8][O:9][C:10]1[CH:11]=[C:12]([CH:16]=[C:17]([CH3:23])[C:18]=1[O:19][CH2:20][C:21]#[CH:22])[C:13]([Cl:26])=[O:14]. (5) Given the reactants [CH:1]1([C:4]2[N:5]=[CH:6][C:7]([C:15]([OH:17])=O)=[N:8][C:9]=2[O:10][CH2:11][CH:12]2[CH2:14][CH2:13]2)[CH2:3][CH2:2]1.[NH2:18][C@H:19]1[CH2:24][CH2:23][CH2:22][CH2:21][C@H:20]1[C:25]([NH2:27])=[O:26], predict the reaction product. The product is: [C:25]([C@@H:20]1[CH2:21][CH2:22][CH2:23][CH2:24][C@@H:19]1[NH:18][C:15]([C:7]1[CH:6]=[N:5][C:4]([CH:1]2[CH2:2][CH2:3]2)=[C:9]([O:10][CH2:11][CH:12]2[CH2:13][CH2:14]2)[N:8]=1)=[O:17])(=[O:26])[NH2:27]. (6) Given the reactants [C:1]([NH:5][S:6]([C:9]1[CH:14]=[CH:13][C:12]([CH2:15][C:16]([OH:18])=O)=[CH:11][CH:10]=1)(=[O:8])=[O:7])([CH3:4])([CH3:3])[CH3:2].[CH3:19][O:20][C:21]1[CH:30]=[CH:29][C:28]([N:31]2[CH2:36][CH2:35][N:34]([CH3:37])[CH2:33][CH2:32]2)=[C:27]2[C:22]=1[CH2:23][CH2:24][NH:25][CH2:26]2.CN(C(ON1N=NC2C=CC=NC1=2)=[N+](C)C)C.F[P-](F)(F)(F)(F)F, predict the reaction product. The product is: [C:1]([NH:5][S:6]([C:9]1[CH:10]=[CH:11][C:12]([CH2:15][C:16]([N:25]2[CH2:24][CH2:23][C:22]3[C:27](=[C:28]([N:31]4[CH2:36][CH2:35][N:34]([CH3:37])[CH2:33][CH2:32]4)[CH:29]=[CH:30][C:21]=3[O:20][CH3:19])[CH2:26]2)=[O:18])=[CH:13][CH:14]=1)(=[O:7])=[O:8])([CH3:2])([CH3:3])[CH3:4].